From a dataset of Forward reaction prediction with 1.9M reactions from USPTO patents (1976-2016). Predict the product of the given reaction. (1) Given the reactants [CH3:1][O:2][C:3]1[CH:8]=[CH:7][C:6]([N+:9]([O-])=O)=[CH:5][C:4]=1[N:12]1[CH2:17][CH2:16][O:15][CH2:14][CH2:13]1.C(O)C.[H][H], predict the reaction product. The product is: [CH3:1][O:2][C:3]1[CH:8]=[CH:7][C:6]([NH2:9])=[CH:5][C:4]=1[N:12]1[CH2:17][CH2:16][O:15][CH2:14][CH2:13]1. (2) Given the reactants [NH2:1][C:2](=[O:36])[C@@H:3]([NH:20][C:21]([C@@H:23]1[CH2:28][CH2:27][CH2:26][CH2:25][N:24]1[C:29]([O:31][C:32]([CH3:35])([CH3:34])[CH3:33])=[O:30])=[O:22])[CH2:4][C:5]1[CH:10]=[CH:9][C:8](B2OC(C)(C)C(C)(C)O2)=[CH:7][CH:6]=1.Br[C:38]1[CH:48]=[CH:47][C:41]2[N:42]([CH3:46])[C:43](=[O:45])[S:44][C:40]=2[CH:39]=1, predict the reaction product. The product is: [NH2:1][C:2](=[O:36])[C@@H:3]([NH:20][C:21]([C@@H:23]1[CH2:28][CH2:27][CH2:26][CH2:25][N:24]1[C:29]([O:31][C:32]([CH3:35])([CH3:33])[CH3:34])=[O:30])=[O:22])[CH2:4][C:5]1[CH:6]=[CH:7][C:8]([C:38]2[CH:48]=[CH:47][C:41]3[N:42]([CH3:46])[C:43](=[O:45])[S:44][C:40]=3[CH:39]=2)=[CH:9][CH:10]=1.